From a dataset of Reaction yield outcomes from USPTO patents with 853,638 reactions. Predict the reaction yield, written as a fraction of the theoretical maximum amount of product (1.0 means a 100% yield; for example, 0.34 means a 34% yield). (1) The reactants are C([O:8][C:9](=[O:32])[C@@H:10]1[CH2:14][CH2:13][CH2:12][N:11]1[C:15](=[O:31])[CH:16]([CH2:27][CH:28]([CH3:30])[CH3:29])[NH:17][S:18]([C:21]1[CH:26]=[CH:25][CH:24]=[CH:23][CH:22]=1)(=[O:20])=[O:19])C1C=CC=CC=1.[H][H]. The catalyst is CO.[C].[Pd]. The product is [C:21]1([S:18]([NH:17][CH:16]([C:15]([N:11]2[CH2:12][CH2:13][CH2:14][C@H:10]2[C:9]([OH:32])=[O:8])=[O:31])[CH2:27][CH:28]([CH3:30])[CH3:29])(=[O:20])=[O:19])[CH:22]=[CH:23][CH:24]=[CH:25][CH:26]=1. The yield is 0.990. (2) The reactants are C(O[NH:9][CH2:10][CH:11]([CH2:15][CH2:16][CH2:17][CH2:18][CH3:19])[C:12]([OH:14])=[O:13])C1C=CC=CC=1.[C:20]([O:23][C:24](=O)[CH3:25])(=[O:22])C. The catalyst is C(O)=O.ClCCl. The product is [CH2:24]([O:23][C:20]([NH:9][CH2:10][CH:11]([CH2:15][CH2:16][CH2:17][CH2:18][CH3:19])[C:12]([OH:14])=[O:13])=[O:22])[C:25]1[CH:17]=[CH:16][CH:15]=[CH:11][CH:10]=1. The yield is 1.00. (3) The reactants are [CH3:1][N:2]1[C:10]2[C:5](=[CH:6][CH:7]=[CH:8][C:9]=2[N+:11]([O-:13])=[O:12])[CH:4]=[CH:3]1.[F:14][C:15]1[CH:20]=[CH:19][C:18]([C:21](O)([CH2:24][CH3:25])[CH2:22][CH3:23])=[CH:17][CH:16]=1.FC(F)(F)C(O)=O.C(=O)(O)[O-].[Na+]. The catalyst is ClCCl.C(OCC)(=O)C. The product is [CH2:22]([C:21]([C:4]1[C:5]2[C:10](=[C:9]([N+:11]([O-:13])=[O:12])[CH:8]=[CH:7][CH:6]=2)[N:2]([CH3:1])[CH:3]=1)([C:18]1[CH:17]=[CH:16][C:15]([F:14])=[CH:20][CH:19]=1)[CH2:24][CH3:25])[CH3:23]. The yield is 0.140. (4) The reactants are [CH3:1][O:2][C:3]1[CH:4]=[CH:5][C:6]2[O:11][CH2:10][C:9](=[O:12])[NH:8][C:7]=2[CH:13]=1.Br[CH2:15][C@@H:16]([CH3:26])[CH2:17][O:18][Si:19]([C:22]([CH3:25])([CH3:24])[CH3:23])([CH3:21])[CH3:20].C([O-])([O-])=O.[Cs+].[Cs+]. The catalyst is CCCCCCC.CCOC(C)=O. The product is [Si:19]([O:18][CH2:17][C@@H:16]([CH3:26])[CH2:15][N:8]1[C:7]2[CH:13]=[C:3]([O:2][CH3:1])[CH:4]=[CH:5][C:6]=2[O:11][CH2:10][C:9]1=[O:12])([C:22]([CH3:23])([CH3:24])[CH3:25])([CH3:20])[CH3:21]. The yield is 0.800. (5) The product is [NH:38]1[C:24]([C:19]2[CH:20]=[CH:21][CH:22]=[CH:23][C:18]=2[C:15]2[CH:14]=[CH:13][C:12]([CH2:11][C:10]3[C:9](=[O:26])[N:8]([C:27]4[CH:32]=[CH:31][CH:30]=[CH:29][N:28]=4)[C:7]([CH3:33])=[N:6][C:5]=3[CH2:1][CH2:2][CH2:3][CH3:4])=[CH:17][CH:16]=2)=[N:25][N:40]=[N:39]1. The reactants are [CH2:1]([C:5]1[N:6]=[C:7]([CH3:33])[N:8]([C:27]2[CH:32]=[CH:31][CH:30]=[CH:29][N:28]=2)[C:9](=[O:26])[C:10]=1[CH2:11][C:12]1[CH:17]=[CH:16][C:15]([C:18]2[C:19]([C:24]#[N:25])=[CH:20][CH:21]=[CH:22][CH:23]=2)=[CH:14][CH:13]=1)[CH2:2][CH2:3][CH3:4].C[Si]([N:38]=[N+:39]=[N-:40])(C)C.C([Sn](=O)CCCC)CCC. The yield is 0.610. No catalyst specified. (6) The reactants are [OH:1][NH:2][C:3](=O)[CH3:4].CC(C)([O-])C.[K+].[NH2:12][C@@H:13]([CH2:30][C:31]1[CH:36]=[CH:35][C:34]([C:37]([F:40])([F:39])[F:38])=[CH:33][CH:32]=1)[CH2:14][NH:15][C:16]1[S:17][C:18]([C:21]2[CH:22]=C[C:24](F)=[C:25]([CH:28]=2)C#N)=[CH:19][N:20]=1.C[N:42](C=O)C. The catalyst is CCOC(C)=O. The product is [NH2:12][C@@H:13]([CH2:30][C:31]1[CH:36]=[CH:35][C:34]([C:37]([F:39])([F:40])[F:38])=[CH:33][CH:32]=1)[CH2:14][NH:15][C:16]1[S:17][C:18]([C:21]2[CH:28]=[CH:25][C:24]3[O:1][N:2]=[C:3]([NH2:42])[C:4]=3[CH:22]=2)=[CH:19][N:20]=1. The yield is 0.200. (7) The reactants are [N+:1]([C:4]1[O:8][C:7]([C:9]([OH:11])=O)=[CH:6][CH:5]=1)([O-:3])=[O:2].OC1C2N=[N:19][NH:18]C=2C=CC=1.C([N:24]=C=NCCCN(C)C)C.N[C:34]1[CH:39]=[CH:38][C:37]([N:40]2[CH2:45][CH2:44][CH:43]([C:46]3[O:50][C:49](=[O:51])[NH:48][N:47]=3)[CH2:42][CH2:41]2)=[CH:36][CH:35]=1. The catalyst is CN(C=O)C. The product is [N:18]#[N:19].[O:51]=[C:49]1[O:50][C:46]([CH:43]2[CH2:42][CH2:41][N:40]([C:37]3[CH:36]=[CH:35][C:34]([C:6]4[CH:5]=[C:4]([N+:1]([O-:3])=[O:2])[O:8][C:7]=4[C:9]([NH2:24])=[O:11])=[CH:39][CH:38]=3)[CH2:45][CH2:44]2)=[N:47][NH:48]1. The yield is 0.810. (8) The reactants are [Li+].C[Si]([N-][Si](C)(C)C)(C)C.[CH3:11][C:12]1[CH:13]=[C:14]([CH:19]=[C:20]([O:22][CH3:23])[CH:21]=1)[C:15]([O:17]C)=O.[Cl:24][C:25]1[N:30]=[C:29]([CH3:31])[CH:28]=[CH:27][N:26]=1. The catalyst is C1COCC1. The product is [Cl:24][C:25]1[N:30]=[C:29]([CH2:31][C:15]([C:14]2[CH:19]=[C:20]([O:22][CH3:23])[CH:21]=[C:12]([CH3:11])[CH:13]=2)=[O:17])[CH:28]=[CH:27][N:26]=1. The yield is 0.800.